Dataset: Full USPTO retrosynthesis dataset with 1.9M reactions from patents (1976-2016). Task: Predict the reactants needed to synthesize the given product. (1) The reactants are: C1C=C(Cl)C=C(C(OO)=O)C=1.[C:12]([O:16][C:17](=[O:46])[NH:18][CH2:19][CH2:20][CH2:21][CH2:22][N:23]1[C:35]2[C:34]3[CH:33]=[CH:32][C:31]([O:36][CH2:37][C:38]4[CH:43]=[CH:42][CH:41]=[CH:40][CH:39]=4)=[CH:30][C:29]=3[N:28]=[CH:27][C:26]=2[N:25]=[C:24]1[CH2:44][CH3:45])([CH3:15])([CH3:14])[CH3:13].[OH-].[NH4+:48].C1(C)C=CC(S(Cl)(=O)=O)=CC=1. Given the product [C:12]([O:16][C:17](=[O:46])[NH:18][CH2:19][CH2:20][CH2:21][CH2:22][N:23]1[C:35]2[C:34]3[CH:33]=[CH:32][C:31]([O:36][CH2:37][C:38]4[CH:39]=[CH:40][CH:41]=[CH:42][CH:43]=4)=[CH:30][C:29]=3[N:28]=[C:27]([NH2:48])[C:26]=2[N:25]=[C:24]1[CH2:44][CH3:45])([CH3:15])([CH3:14])[CH3:13], predict the reactants needed to synthesize it. (2) Given the product [C:1]1([C:22]2[CH:27]=[CH:26][CH:25]=[CH:24][CH:23]=2)[CH:6]=[CH:5][CH:4]=[CH:3][C:2]=1[NH:7][C:8](=[O:9])[OH:10], predict the reactants needed to synthesize it. The reactants are: [C:1]1([C:22]2[CH:27]=[CH:26][CH:25]=[CH:24][CH:23]=2)[CH:6]=[CH:5][CH:4]=[CH:3][C:2]=1[NH:7][C:8]([O:10]C1CCN(C(C)C(O)=O)CC1)=[O:9].ON1C2N=CC=CC=2N=N1.C(N(C[C@@H](C1C=CC(OCC2C=CC=CC=2)=C2C=1C=CC(=O)N2)O[Si](C(C)(C)C)(C)C)CCC1C=C(NC(=O)CCCNC)C=CC=1)C1C=CC=CC=1.N1C(C)=CC=CC=1C. (3) The reactants are: C(O[C@@H:5]1[O:22][C@H:21]([CH2:23][O:24][C:25](=[O:27])[CH3:26])[C@@H:16]([O:17][C:18](=[O:20])[CH3:19])[C@H:11]([O:12][C:13](=[O:15])[CH3:14])[C@H:6]1[O:7][C:8](=[O:10])[CH3:9])(=O)C.[BrH:28].CC(O)=O. Given the product [CH3:26][C:25]([O:24][CH2:23][C@H:21]1[O:22][C@H:5]([Br:28])[C@H:6]([O:7][C:8]([CH3:9])=[O:10])[C@@H:11]([O:12][C:13]([CH3:14])=[O:15])[C@@H:16]1[O:17][C:18]([CH3:19])=[O:20])=[O:27], predict the reactants needed to synthesize it. (4) Given the product [CH2:27]([O:29][NH:30][C:5]([N:14]1[C:10]([CH3:9])=[CH:11][C:12]([O:15][C:16]2[CH:21]=[CH:20][CH:19]=[C:18]([C:22]([F:25])([F:23])[F:24])[CH:17]=2)=[N:13]1)=[O:4])[CH3:28], predict the reactants needed to synthesize it. The reactants are: ClC([O:4][C:5](Cl)(Cl)Cl)=O.[CH3:9][C:10]1[NH:14][N:13]=[C:12]([O:15][C:16]2[CH:21]=[CH:20][CH:19]=[C:18]([C:22]([F:25])([F:24])[F:23])[CH:17]=2)[CH:11]=1.Cl.[CH2:27]([O:29][NH2:30])[CH3:28].C(N(CC)CC)C. (5) Given the product [Cl:1][C:2]1[CH:3]=[C:4]([N:8]2[C:12]([C:13]3[CH:18]=[CH:17][CH:16]=[C:15]([O:19][C:20]([F:23])([F:22])[F:21])[CH:14]=3)=[CH:11][C:10]([C:24]([OH:26])=[O:25])=[N:9]2)[CH:5]=[CH:6][CH:7]=1, predict the reactants needed to synthesize it. The reactants are: [Cl:1][C:2]1[CH:3]=[C:4]([N:8]2[C:12]([C:13]3[CH:18]=[CH:17][CH:16]=[C:15]([O:19][C:20]([F:23])([F:22])[F:21])[CH:14]=3)=[CH:11][C:10]([C:24]([O:26]CC)=[O:25])=[N:9]2)[CH:5]=[CH:6][CH:7]=1.[OH-].[Li+].